From a dataset of Forward reaction prediction with 1.9M reactions from USPTO patents (1976-2016). Predict the product of the given reaction. (1) The product is: [CH3:1][O:2][C:3]1[CH:8]=[CH:7][C:6]2[CH:17]=[CH:16][S:9][C:5]=2[CH:4]=1. Given the reactants [CH3:1][O:2][C:3]1[CH:4]=[C:5]([SH:9])[CH:6]=[CH:7][CH:8]=1.C([O-])([O-])=O.[K+].[K+].[CH2:16](OC(OCC)CBr)[CH3:17], predict the reaction product. (2) Given the reactants [NH:1]=[C:2]([C:10]1[CH:15]=[CH:14][C:13]([CH3:16])=[C:12]([I:17])[CH:11]=1)[NH:3][NH:4][C:5]([CH:7]1[CH2:9][CH2:8]1)=O, predict the reaction product. The product is: [CH:7]1([C:5]2[NH:1][C:2]([C:10]3[CH:15]=[CH:14][C:13]([CH3:16])=[C:12]([I:17])[CH:11]=3)=[N:3][N:4]=2)[CH2:9][CH2:8]1. (3) Given the reactants [C:1]1([C:7]2[S:8][CH:9]=[C:10]([CH2:12][CH2:13][CH2:14][CH2:15][CH2:16][C:17](OC)=[O:18])[N:11]=2)[CH:6]=[CH:5][CH:4]=[CH:3][CH:2]=1.CC(C[AlH]CC(C)C)C.CO.[C@H](O)(C([O-])=O)[C@@H](O)C([O-])=O.[Na+].[K+], predict the reaction product. The product is: [C:1]1([C:7]2[S:8][CH:9]=[C:10]([CH2:12][CH2:13][CH2:14][CH2:15][CH2:16][CH:17]=[O:18])[N:11]=2)[CH:2]=[CH:3][CH:4]=[CH:5][CH:6]=1.